The task is: Regression. Given two drug SMILES strings and cell line genomic features, predict the synergy score measuring deviation from expected non-interaction effect.. This data is from NCI-60 drug combinations with 297,098 pairs across 59 cell lines. Drug 1: C1C(C(OC1N2C=C(C(=O)NC2=O)F)CO)O. Drug 2: CNC(=O)C1=NC=CC(=C1)OC2=CC=C(C=C2)NC(=O)NC3=CC(=C(C=C3)Cl)C(F)(F)F. Cell line: RXF 393. Synergy scores: CSS=1.73, Synergy_ZIP=-0.186, Synergy_Bliss=0.265, Synergy_Loewe=-17.8, Synergy_HSA=-0.302.